Dataset: Reaction yield outcomes from USPTO patents with 853,638 reactions. Task: Predict the reaction yield, written as a fraction of the theoretical maximum amount of product (1.0 means a 100% yield; for example, 0.34 means a 34% yield). (1) The reactants are [CH:1]([C:3]1[N:4]=[C:5]([NH:11]C(=O)C)[N:6]([CH3:10])[C:7](=[O:9])[CH:8]=1)=O.[Cl-].[Br:16][C:17]1[CH:18]=[C:19]([CH:40]=[CH:41][CH:42]=1)[CH2:20][P+](C1C=CC=CC=1)(C1C=CC=CC=1)C1C=CC=CC=1.CC(C)([O-])C.[K+].CC(O)(C)C. The catalyst is O1CCCC1. The product is [NH2:11][C:5]1[N:6]([CH3:10])[C:7](=[O:9])[CH:8]=[C:3](/[CH:1]=[CH:20]\[C:19]2[CH:40]=[CH:41][CH:42]=[C:17]([Br:16])[CH:18]=2)[N:4]=1. The yield is 0.0400. (2) The reactants are [C:1]([S:5]([N:7]=[C:8]([C:10]1[CH:11]=[C:12]([C:27]([N:29]([CH3:31])[CH3:30])=[O:28])[CH:13]=[C:14]2[C:19]=1[O:18][C:17]([N:20]1[CH2:25][CH2:24][O:23][CH2:22][CH2:21]1)=[CH:16][C:15]2=[O:26])[CH3:9])=[O:6])([CH3:4])([CH3:3])[CH3:2].C(O)(=O)C.[B-]C#N.[Na+].C([O-])([O-])=O.[Na+].[Na+]. The catalyst is C(Cl)Cl.CO. The product is [CH3:4][C:1]([CH3:2])([S@:5]([NH:7][CH:8]([C:10]1[CH:11]=[C:12]([C:27]([N:29]([CH3:31])[CH3:30])=[O:28])[CH:13]=[C:14]2[C:19]=1[O:18][C:17]([N:20]1[CH2:25][CH2:24][O:23][CH2:22][CH2:21]1)=[CH:16][C:15]2=[O:26])[CH3:9])=[O:6])[CH3:3]. The yield is 0.0553. (3) The reactants are Cl[C:2](Cl)(Cl)[C:3](=N)[O:4][C@H:5]1[O:22][C@H:21]([CH2:23][O:24][C:25](=[O:27])[CH3:26])[C@@H:16]([O:17][C:18](=[O:20])[CH3:19])[C@H:11]([O:12][C:13](=[O:15])[CH3:14])[C@@H:6]1[O:7][C:8](=[O:10])[CH3:9].[Br:31][C:32]1C=C(O)[CH:35]=[CH:36][CH:37]=1.[Si](OS(C(F)(F)F)(=O)=O)(C)(C)C.C(O[C@H]1[C@@H](OC(=O)C)[C@H](OC(=O)C)[C@@H](COC(=O)C)O[C@@H]1OC1C=CC(Br)=CC=1Cl)(=O)C. The catalyst is C1(C)C=CC=CC=1. The product is [C:8]([O:7][C@H:6]1[C@@H:11]([O:12][C:13](=[O:15])[CH3:14])[C@H:16]([O:17][C:18](=[O:20])[CH3:19])[C@@H:21]([CH2:23][O:24][C:25](=[O:27])[CH3:26])[O:22][C@@H:5]1[O:4][C:3]1[CH:35]=[CH:36][CH:37]=[C:32]([Br:31])[CH:2]=1)(=[O:10])[CH3:9]. The yield is 0.700. (4) The reactants are [C:1]([C:5]1[N:10]=[C:9]([C:11]2[CH:16]=[CH:15][CH:14]=[CH:13][C:12]=2[C:17]([F:20])([F:19])[F:18])[NH:8][C:7](=O)[CH:6]=1)([CH3:4])([CH3:3])[CH3:2].P(Cl)(Cl)([Cl:24])=O.C(N(CCC)CCC)CC. No catalyst specified. The product is [C:1]([C:5]1([Cl:24])[NH:10][C:9]([C:11]2[CH:16]=[CH:15][CH:14]=[CH:13][C:12]=2[C:17]([F:20])([F:19])[F:18])=[N:8][CH:7]=[CH:6]1)([CH3:4])([CH3:3])[CH3:2]. The yield is 0.660. (5) The reactants are [N+:1]([C:4]1[N:9]=[CH:8][C:7]([O:10][C:11]2[CH:12]=[C:13]([NH:17][C:18](=[O:24])[O:19][C:20]([CH3:23])([CH3:22])[CH3:21])[CH:14]=[CH:15][CH:16]=2)=[CH:6][CH:5]=1)([O-])=O.[NH4+].[Cl-].O. The catalyst is C(O)C.[Fe]. The product is [NH2:1][C:4]1[N:9]=[CH:8][C:7]([O:10][C:11]2[CH:12]=[C:13]([NH:17][C:18](=[O:24])[O:19][C:20]([CH3:22])([CH3:21])[CH3:23])[CH:14]=[CH:15][CH:16]=2)=[CH:6][CH:5]=1. The yield is 1.00. (6) The reactants are [CH2:1]([C:5]1([CH2:22][CH2:23][CH2:24][CH3:25])[C:14]2[C:9](=[CH:10][CH:11]=[CH:12][CH:13]=2)[C:8]([OH:15])=[C:7](C(OCC)=O)[C:6]1=[O:21])[CH2:2][CH2:3][CH3:4]. The catalyst is O1CCOCC1.Cl. The product is [CH2:1]([C:5]1([CH2:22][CH2:23][CH2:24][CH3:25])[C:14]2[C:9](=[CH:10][CH:11]=[CH:12][CH:13]=2)[C:8]([OH:15])=[CH:7][C:6]1=[O:21])[CH2:2][CH2:3][CH3:4]. The yield is 0.880. (7) The reactants are [C:1]([O:4][C:5](=O)[CH3:6])(=[O:3])[CH3:2].[N:8]1[C:17]2[C:12](=[N:13][CH:14]=[CH:15][N:16]=2)[C:11]([NH:18][CH2:19][CH2:20][C:21]2C=C[C:24]([O:28][C:29]3[CH:34]=[C:33]([C:35]([F:38])([F:37])[F:36])[CH:32]=[CH:31][N:30]=3)=[C:25](O)[CH:26]=2)=[N:10][CH:9]=1.N1C=CC=CC=1. The catalyst is CN(C1C=CN=CC=1)C.C(Cl)Cl. The product is [N:8]1[C:17]2[C:12](=[N:13][CH:14]=[CH:15][N:16]=2)[C:11]([NH:18][CH2:19][CH2:20][C:21]2[CH:26]=[CH:25][C:24]([O:28][C:29]3[CH:34]=[C:33]([C:35]([F:36])([F:37])[F:38])[CH:32]=[CH:31][N:30]=3)=[C:5]([O:4][C:1](=[O:3])[CH3:2])[CH:6]=2)=[N:10][CH:9]=1. The yield is 0.560. (8) The reactants are [C:1]1([SH:11])[C:10]2[C:5](=[CH:6][CH:7]=[CH:8][CH:9]=2)[CH:4]=[CH:3][CH:2]=1.[H-].[Na+].[Cl:14][C:15]1[CH:20]=[C:19]([N+]([O-])=O)[CH:18]=[CH:17][N:16]=1. No catalyst specified. The product is [Cl:14][C:15]1[CH:20]=[C:19]([S:11][C:1]2[C:10]3[C:5](=[CH:6][CH:7]=[CH:8][CH:9]=3)[CH:4]=[CH:3][CH:2]=2)[CH:18]=[CH:17][N:16]=1. The yield is 0.950. (9) The reactants are [Br:1][C:2]1[CH:11]=[C:10]2[C:5]([C:6](Cl)=[N:7][C:8]([Cl:12])=[N:9]2)=[CH:4][C:3]=1[F:14].[NH:15]1[CH2:20][CH2:19][O:18][CH2:17][CH2:16]1. The catalyst is C(Cl)Cl. The product is [Br:1][C:2]1[CH:11]=[C:10]2[C:5]([C:6]([N:15]3[CH2:20][CH2:19][O:18][CH2:17][CH2:16]3)=[N:7][C:8]([Cl:12])=[N:9]2)=[CH:4][C:3]=1[F:14]. The yield is 0.570.